Task: Predict the reactants needed to synthesize the given product.. Dataset: Full USPTO retrosynthesis dataset with 1.9M reactions from patents (1976-2016) (1) Given the product [ClH:35].[CH3:1][C:2]1[C:7]([C:8]2[CH:13]=[CH:12][N:11]([CH2:14][CH2:15][CH2:16][CH2:17][N:18]3[CH2:23][C@H:22]4[C@:20]([C:24]5[CH:25]=[CH:26][C:27]([C:30]([F:31])([F:32])[F:33])=[CH:28][CH:29]=5)([CH2:21]4)[CH2:19]3)[C:10](=[O:34])[N:9]=2)=[CH:6][CH:5]=[CH:4][N:3]=1, predict the reactants needed to synthesize it. The reactants are: [CH3:1][C:2]1[C:7]([C:8]2[CH:13]=[CH:12][N:11]([CH2:14][CH2:15][CH2:16][CH2:17][N:18]3[CH2:23][C@H:22]4[C@:20]([C:24]5[CH:29]=[CH:28][C:27]([C:30]([F:33])([F:32])[F:31])=[CH:26][CH:25]=5)([CH2:21]4)[CH2:19]3)[C:10](=[O:34])[N:9]=2)=[CH:6][CH:5]=[CH:4][N:3]=1.[ClH:35].O1CCOCC1. (2) Given the product [Br:26][C:20]1[CH:21]=[CH:22][C:23]([Br:25])=[CH:24][C:19]=1[S:16]([NH:15][C@H:13]1[CH2:12][N:11]([C:27]([O:29][C:30]([CH3:32])([CH3:33])[CH3:31])=[O:28])[C@@H:10]([CH2:9][O:8][C:6]([N:1]([CH3:5])[CH3:2])=[O:7])[CH2:14]1)(=[O:18])=[O:17], predict the reactants needed to synthesize it. The reactants are: [N:1]1([C:6]([O:8][CH2:9][C@H:10]2[CH2:14][C@@H:13]([NH:15][S:16]([C:19]3[CH:24]=[C:23]([Br:25])[CH:22]=[CH:21][C:20]=3[Br:26])(=[O:18])=[O:17])[CH2:12][N:11]2[C:27]([O:29][C:30]([CH3:33])([CH3:32])[CH3:31])=[O:28])=[O:7])[CH:5]=CN=[CH:2]1.CNC. (3) Given the product [CH:1]1([C:4]2[CH:5]=[C:6]([CH:16]([CH2:21][C@H:22]3[CH2:42][CH2:41][C:24]4([O:28][C@H:27]([C:29]5[CH:30]=[CH:31][CH:32]=[CH:33][CH:34]=5)[C@@H:26]([C:35]5[CH:40]=[CH:39][CH:38]=[CH:37][CH:36]=5)[O:25]4)[CH2:23]3)[C:17]([OH:19])=[O:18])[CH:7]=[CH:8][C:9]=2[S:10]([CH:13]2[CH2:14][CH2:15]2)(=[O:12])=[O:11])[CH2:2][CH2:3]1, predict the reactants needed to synthesize it. The reactants are: [CH:1]1([C:4]2[CH:5]=[C:6]([CH:16]([CH2:21][C@H:22]3[CH2:42][CH2:41][C:24]4([O:28][C@H:27]([C:29]5[CH:34]=[CH:33][CH:32]=[CH:31][CH:30]=5)[C@@H:26]([C:35]5[CH:40]=[CH:39][CH:38]=[CH:37][CH:36]=5)[O:25]4)[CH2:23]3)[C:17]([O:19]C)=[O:18])[CH:7]=[CH:8][C:9]=2[S:10]([CH:13]2[CH2:15][CH2:14]2)(=[O:12])=[O:11])[CH2:3][CH2:2]1.[OH-].[Na+].CO. (4) Given the product [CH3:1][O:2][C:3]1[CH:15]=[C:14]([O:16][CH3:17])[CH:13]=[CH:12][C:4]=1[CH2:5][N:6]([C:7]1[S:8][CH:9]=[CH:10][N:11]=1)[S:29]([C:32]1[CH:33]=[CH:34][C:35]([C:36]([OH:38])=[O:37])=[CH:39][CH:40]=1)(=[O:31])=[O:30], predict the reactants needed to synthesize it. The reactants are: [CH3:1][O:2][C:3]1[CH:15]=[C:14]([O:16][CH3:17])[CH:13]=[CH:12][C:4]=1[CH2:5][NH:6][C:7]1[S:8][CH:9]=[CH:10][N:11]=1.C[Si](C)(C)[N-][Si](C)(C)C.[Li+].Cl[S:29]([C:32]1[CH:40]=[CH:39][C:35]([C:36]([OH:38])=[O:37])=[CH:34][CH:33]=1)(=[O:31])=[O:30].